This data is from Forward reaction prediction with 1.9M reactions from USPTO patents (1976-2016). The task is: Predict the product of the given reaction. Given the reactants [CH3:1][O:2][C:3]1[CH:4]=[C:5]([CH:9]2[C:17]3[C:12](=[CH:13][CH:14]=[CH:15][CH:16]=3)[CH:11]([C:18]3[CH:23]=[CH:22][C:21]4[O:24][CH2:25][O:26][C:20]=4[CH:19]=3)[CH:10]2[C:27]([O-:29])=[O:28])[CH:6]=[CH:7][CH:8]=1.COC1C=C(C2C3C(=CC=CC=3)C(C3C=CC4OCOC=4C=3)=C2C(OCC)=O)C=CC=1, predict the reaction product. The product is: [CH3:1][O:2][C:3]1[CH:4]=[C:5]([CH:9]2[C:17]3[C:12](=[CH:13][CH:14]=[CH:15][CH:16]=3)[CH:11]([C:18]3[CH:23]=[CH:22][C:21]4[O:24][CH2:25][O:26][C:20]=4[CH:19]=3)[CH:10]2[C:27]([OH:29])=[O:28])[CH:6]=[CH:7][CH:8]=1.